Predict the reactants needed to synthesize the given product. From a dataset of Full USPTO retrosynthesis dataset with 1.9M reactions from patents (1976-2016). Given the product [F:1][C:2]1[CH:3]=[C:4]([C:8]2[N:17]=[C:16]([NH:19][C:20]3[CH:25]=[CH:24][N:23]=[CH:22][CH:21]=3)[C:15]3[C:10](=[N:11][CH:12]=[CH:13][N:14]=3)[N:9]=2)[CH:5]=[CH:6][CH:7]=1, predict the reactants needed to synthesize it. The reactants are: [F:1][C:2]1[CH:3]=[C:4]([C:8]2[NH:17][C:16](=O)[C:15]3[C:10](=[N:11][CH:12]=[CH:13][N:14]=3)[N:9]=2)[CH:5]=[CH:6][CH:7]=1.[NH2:19][C:20]1[CH:25]=[CH:24][N:23]=[CH:22][CH:21]=1.C(N(C1C=CN=CC=1)C1C2C(=NC=CN=2)N=C(C2C=C(Br)C=CC=2F)N=1)CCC.